Dataset: NCI-60 drug combinations with 297,098 pairs across 59 cell lines. Task: Regression. Given two drug SMILES strings and cell line genomic features, predict the synergy score measuring deviation from expected non-interaction effect. (1) Drug 1: C1CCC(CC1)NC(=O)N(CCCl)N=O. Drug 2: CS(=O)(=O)OCCCCOS(=O)(=O)C. Cell line: OVCAR-5. Synergy scores: CSS=8.26, Synergy_ZIP=-2.48, Synergy_Bliss=-1.10, Synergy_Loewe=-4.41, Synergy_HSA=-1.92. (2) Cell line: 786-0. Synergy scores: CSS=-3.63, Synergy_ZIP=2.29, Synergy_Bliss=0.408, Synergy_Loewe=-1.98, Synergy_HSA=-3.19. Drug 1: CC1=C(C(CCC1)(C)C)C=CC(=CC=CC(=CC(=O)O)C)C. Drug 2: C(CN)CNCCSP(=O)(O)O.